Dataset: Forward reaction prediction with 1.9M reactions from USPTO patents (1976-2016). Task: Predict the product of the given reaction. (1) Given the reactants Cl.[Cl:2][C:3]1[CH:4]=[C:5]([NH:18][C:19]2[C:28]3[C:23](=[CH:24][CH:25]=[C:26](I)[CH:27]=3)[N:22]=[CH:21][N:20]=2)[CH:6]=[CH:7][C:8]=1[O:9][CH2:10][C:11]1[CH:16]=[CH:15][CH:14]=[C:13]([F:17])[CH:12]=1.[O:30]1[CH:34]=[CH:33][CH:32]=[C:31]1B(O)O.[C:38]([O-])([O-])=[O:39].[K+].[K+], predict the reaction product. The product is: [Cl:2][C:3]1[CH:4]=[C:5]([NH:18][C:19]2[C:28]3[C:23](=[CH:24][CH:25]=[C:26]([C:34]4[O:30][C:31]([CH:38]=[O:39])=[CH:32][CH:33]=4)[CH:27]=3)[N:22]=[CH:21][N:20]=2)[CH:6]=[CH:7][C:8]=1[O:9][CH2:10][C:11]1[CH:16]=[CH:15][CH:14]=[C:13]([F:17])[CH:12]=1. (2) Given the reactants [CH3:1][N:2]([CH2:4][C:5]1[C:9]2[CH:10]=[CH:11][CH:12]=[N:13][C:8]=2[NH:7][CH:6]=1)[CH3:3].[H-].[Na+].[C:16]([O:20][C:21](O[C:21]([O:20][C:16]([CH3:19])([CH3:18])[CH3:17])=[O:22])=[O:22])([CH3:19])([CH3:18])[CH3:17].O, predict the reaction product. The product is: [C:16]([O:20][C:21]([N:7]1[C:8]2=[N:13][CH:12]=[CH:11][CH:10]=[C:9]2[C:5]([CH2:4][N:2]([CH3:1])[CH3:3])=[CH:6]1)=[O:22])([CH3:19])([CH3:18])[CH3:17]. (3) Given the reactants [OH:1][C:2]1[CH:3]=[CH:4][C:5]2[C:6]3[N:7]([CH2:21][CH2:22][N:23]=3)[C:8]([NH:12][C:13](=[O:20])[C:14]3[CH:19]=[CH:18][CH:17]=[N:16][CH:15]=3)=[N:9][C:10]=2[CH:11]=1.Cl[CH2:25][CH2:26][CH2:27][S:28]([N:31]1[CH2:36][CH2:35][N:34]([CH3:37])[CH2:33][CH2:32]1)(=[O:30])=[O:29], predict the reaction product. The product is: [CH3:37][N:34]1[CH2:33][CH2:32][N:31]([S:28]([CH2:27][CH2:26][CH2:25][O:1][C:2]2[CH:3]=[CH:4][C:5]3[C:6]4[N:7]([CH2:21][CH2:22][N:23]=4)[C:8]([NH:12][C:13](=[O:20])[C:14]4[CH:19]=[CH:18][CH:17]=[N:16][CH:15]=4)=[N:9][C:10]=3[CH:11]=2)(=[O:30])=[O:29])[CH2:36][CH2:35]1. (4) The product is: [Br:48][C:46]1[CH:47]=[C:42]([NH:41][C:5]([CH:1]2[CH2:2][CH2:3][CH2:4]2)=[O:7])[C:43](=[O:50])[N:44]([CH3:49])[CH:45]=1. Given the reactants [CH:1]1([C:5]([OH:7])=O)[CH2:4][CH2:3][CH2:2]1.CN(C(ON1N=NC2C=CC=NC1=2)=[N+](C)C)C.F[P-](F)(F)(F)(F)F.CCN(C(C)C)C(C)C.[NH2:41][C:42]1[C:43](=[O:50])[N:44]([CH3:49])[CH:45]=[C:46]([Br:48])[CH:47]=1, predict the reaction product. (5) Given the reactants C[O:2][C:3](=O)[C:4]1[CH:9]=[CH:8][C:7]([C:10]2[O:11][C:12]([C:15]([S:30]([C:33]3[CH:38]=[CH:37][CH:36]=[C:35]([Br:39])[CH:34]=3)(=[O:32])=[O:31])([CH:17]3[CH2:29][C:20]4[NH:21][C:22]5[CH:23]=[CH:24][C:25]([Cl:28])=[CH:26][C:27]=5[C:19]=4[CH2:18]3)[F:16])=[N:13][N:14]=2)=[CH:6][CH:5]=1.[H-].[Al+3].[Li+].[H-].[H-].[H-].O, predict the reaction product. The product is: [Br:39][C:35]1[CH:34]=[C:33]([S:30]([C:15]([CH:17]2[CH2:29][C:20]3[NH:21][C:22]4[CH:23]=[CH:24][C:25]([Cl:28])=[CH:26][C:27]=4[C:19]=3[CH2:18]2)([F:16])[C:12]2[O:11][C:10]([C:7]3[CH:6]=[CH:5][C:4]([CH2:3][OH:2])=[CH:9][CH:8]=3)=[N:14][N:13]=2)(=[O:32])=[O:31])[CH:38]=[CH:37][CH:36]=1. (6) Given the reactants [NH2:1][C:2]1[N:3]=[C:4]([CH3:27])[C:5]2[CH:11]=[C:10]([C:12]3[CH:13]=[N:14][C:15]([O:18]C)=[N:16][CH:17]=3)[C:9](=[O:20])[N:8]([CH:21]3[CH2:26][CH2:25][O:24][CH2:23][CH2:22]3)[C:6]=2[N:7]=1.[Si](I)(C)(C)C.[NH4+].[OH-], predict the reaction product. The product is: [NH2:1][C:2]1[N:3]=[C:4]([CH3:27])[C:5]2[CH:11]=[C:10]([C:12]3[CH:17]=[N:16][C:15]([OH:18])=[N:14][CH:13]=3)[C:9](=[O:20])[N:8]([CH:21]3[CH2:26][CH2:25][O:24][CH2:23][CH2:22]3)[C:6]=2[N:7]=1. (7) Given the reactants O[CH2:2][C:3]1[NH:8][C:7](=[O:9])[C:6]2=[CH:10][N:11]=[C:12]([CH:13]3[CH2:18][CH2:17][O:16][CH2:15][CH2:14]3)[N:5]2[N:4]=1.O=S(Cl)[Cl:21], predict the reaction product. The product is: [Cl:21][CH2:2][C:3]1[NH:8][C:7](=[O:9])[C:6]2=[CH:10][N:11]=[C:12]([CH:13]3[CH2:18][CH2:17][O:16][CH2:15][CH2:14]3)[N:5]2[N:4]=1. (8) The product is: [CH3:37][N:34]1[CH2:35][CH2:36][CH:31]([NH:30][S:27]([C:24]2[CH:25]=[CH:26][C:21]([NH:13][C:9]3[N:8]=[C:7]([C:4]4[N:3]([CH:14]5[CH2:19][CH2:18][O:17][CH2:16][CH2:15]5)[C:2]([CH3:1])=[N:6][CH:5]=4)[CH:12]=[CH:11][N:10]=3)=[CH:22][CH:23]=2)(=[O:28])=[O:29])[CH2:32][CH2:33]1. Given the reactants [CH3:1][C:2]1[N:3]([CH:14]2[CH2:19][CH2:18][O:17][CH2:16][CH2:15]2)[C:4]([C:7]2[CH:12]=[CH:11][N:10]=[C:9]([NH2:13])[N:8]=2)=[CH:5][N:6]=1.Br[C:21]1[CH:26]=[CH:25][C:24]([S:27]([NH:30][CH:31]2[CH2:36][CH2:35][N:34]([CH3:37])[CH2:33][CH2:32]2)(=[O:29])=[O:28])=[CH:23][CH:22]=1.C([O-])([O-])=O.[Cs+].[Cs+].CC(C1C=C(C(C)C)C(C2C=CC=CC=2P(C2CCCCC2)C2CCCCC2)=C(C(C)C)C=1)C, predict the reaction product.